This data is from HIV replication inhibition screening data with 41,000+ compounds from the AIDS Antiviral Screen. The task is: Binary Classification. Given a drug SMILES string, predict its activity (active/inactive) in a high-throughput screening assay against a specified biological target. The drug is CN1C(=O)C(C)(O)Sc2ccccc21. The result is 0 (inactive).